This data is from Full USPTO retrosynthesis dataset with 1.9M reactions from patents (1976-2016). The task is: Predict the reactants needed to synthesize the given product. (1) Given the product [Cl:1][C:2]1[CH:3]=[CH:4][C:5]([C:37]#[N:38])=[C:6]([C:8]2[C:13]([O:14][CH:15]([F:17])[F:16])=[CH:12][N:11]([CH:18]([CH3:35])[C:19]([NH:21][C:22]3[CH:23]=[CH:24][C:25]([C:26]([OH:28])=[O:27])=[CH:33][CH:34]=3)=[O:20])[C:10](=[O:36])[CH:9]=2)[CH:7]=1, predict the reactants needed to synthesize it. The reactants are: [Cl:1][C:2]1[CH:3]=[CH:4][C:5]([C:37]#[N:38])=[C:6]([C:8]2[C:13]([O:14][CH:15]([F:17])[F:16])=[CH:12][N:11]([CH:18]([CH3:35])[C:19]([NH:21][C:22]3[CH:34]=[CH:33][C:25]([C:26]([O:28]C(C)(C)C)=[O:27])=[CH:24][CH:23]=3)=[O:20])[C:10](=[O:36])[CH:9]=2)[CH:7]=1.C(O)(C(F)(F)F)=O. (2) The reactants are: [CH:1]1([S:4]([C:7]2[CH:12]=[CH:11][C:10]([CH:13]([CH2:18][CH:19]3[CH2:24][CH2:23][O:22][CH2:21][CH2:20]3)[C:14](=[O:17])[CH:15]=[CH2:16])=[CH:9][CH:8]=2)(=[O:6])=[O:5])[CH2:3][CH2:2]1.[CH3:25][C:26]1([CH3:38])[O:30][CH:29]([C:31]2[N:32]=[C:33]([CH:36]=[O:37])[S:34][CH:35]=2)[CH2:28][O:27]1.C(N(CC)CC)C. Given the product [CH:1]1([S:4]([C:7]2[CH:8]=[CH:9][C:10]([CH:13]([CH2:18][CH:19]3[CH2:24][CH2:23][O:22][CH2:21][CH2:20]3)[C:14](=[O:17])[CH2:15][CH2:16][C:36]([C:33]3[S:34][CH:35]=[C:31]([CH:29]4[CH2:28][O:27][C:26]([CH3:38])([CH3:25])[O:30]4)[N:32]=3)=[O:37])=[CH:11][CH:12]=2)(=[O:6])=[O:5])[CH2:3][CH2:2]1, predict the reactants needed to synthesize it. (3) Given the product [O:33]=[C:31]1[NH:30][C:29](=[O:34])[CH:28]([CH2:27][C:26]2[CH:35]=[CH:36][C:23]([O:22][CH2:21][C:19]3[N:18]([CH3:37])[C:17]4[CH:38]=[C:13]([O:12][C:11]5[CH:39]=[CH:40][C:8]([N:7]([CH2:1][CH2:2][CH2:3][CH2:4][CH2:5][CH3:6])[C:48]([NH:47][C:41]6[CH:46]=[CH:45][CH:44]=[CH:43][CH:42]=6)=[O:49])=[CH:9][CH:10]=5)[CH:14]=[CH:15][C:16]=4[N:20]=3)=[CH:24][CH:25]=2)[S:32]1, predict the reactants needed to synthesize it. The reactants are: [CH2:1]([NH:7][C:8]1[CH:40]=[CH:39][C:11]([O:12][C:13]2[CH:14]=[CH:15][C:16]3[N:20]=[C:19]([CH2:21][O:22][C:23]4[CH:36]=[CH:35][C:26]([CH2:27][CH:28]5[S:32][C:31](=[O:33])[NH:30][C:29]5=[O:34])=[CH:25][CH:24]=4)[N:18]([CH3:37])[C:17]=3[CH:38]=2)=[CH:10][CH:9]=1)[CH2:2][CH2:3][CH2:4][CH2:5][CH3:6].[C:41]1([N:47]=[C:48]=[O:49])[CH:46]=[CH:45][CH:44]=[CH:43][CH:42]=1. (4) Given the product [C:1]([C:3]1[C:4]([CH2:14][CH:15]2[CH2:16][CH2:17][CH2:18]2)=[CH:5][C:6]([CH3:13])=[C:7]([CH:12]=1)[C:8]([O:10][CH3:11])=[O:9])(=[S:25])[NH2:2], predict the reactants needed to synthesize it. The reactants are: [C:1]([C:3]1[C:4]([CH2:14][CH:15]2[CH2:18][CH2:17][CH2:16]2)=[CH:5][C:6]([CH3:13])=[C:7]([CH:12]=1)[C:8]([O:10][CH3:11])=[O:9])#[N:2].C1COCC1.P(OCC)(OCC)([S-])=[S:25]. (5) The reactants are: C(OC([NH:8][CH2:9][CH2:10][CH2:11][N:12]1[C:16]2[CH:17]=[CH:18][C:19]([C:21]([OH:23])=O)=[CH:20][C:15]=2[N:14]=[CH:13]1)=O)(C)(C)C.[NH2:24][C:25]1[S:26][C:27]([CH3:30])=[N:28][N:29]=1. Given the product [CH3:30][C:27]1[S:26][C:25]([NH:24][C:21]([C:19]2[CH:18]=[CH:17][C:16]3[N:12]([CH2:11][CH2:10][CH2:9][NH2:8])[CH:13]=[N:14][C:15]=3[CH:20]=2)=[O:23])=[N:29][N:28]=1, predict the reactants needed to synthesize it.